This data is from Peptide-MHC class I binding affinity with 185,985 pairs from IEDB/IMGT. The task is: Regression. Given a peptide amino acid sequence and an MHC pseudo amino acid sequence, predict their binding affinity value. This is MHC class I binding data. (1) The peptide sequence is FMIAFISCFA. The MHC is HLA-A02:03 with pseudo-sequence HLA-A02:03. The binding affinity (normalized) is 0.628. (2) The peptide sequence is NFSIIELPY. The MHC is HLA-A68:01 with pseudo-sequence HLA-A68:01. The binding affinity (normalized) is 0.247.